Dataset: Forward reaction prediction with 1.9M reactions from USPTO patents (1976-2016). Task: Predict the product of the given reaction. (1) Given the reactants [ClH:1].[CH3:2][N:3](C)CCCN=C=NCC.O.O[N:15]1[C:19]2[CH:20]=[CH:21][CH:22]=[CH:23][C:18]=2N=N1.[CH3:24][C:25]1[NH:26][C:27]([C:33]2C=CC=CC=2)=C(C(O)=O)N=1.C(N(CC)CC)C, predict the reaction product. The product is: [ClH:1].[ClH:1].[N:15]1([C:19]2[CH:18]=[C:23]([CH:22]=[CH:21][CH:20]=2)[C:2]#[N:3])[CH2:33][CH2:27][NH:26][CH2:25][CH2:24]1. (2) Given the reactants [Br:1][C:2]1[CH:7]=[CH:6][C:5]([F:8])=[CH:4][C:3]=1[OH:9].[C:10]([O-])([O-])=O.[K+].[K+].CI.O, predict the reaction product. The product is: [Br:1][C:2]1[CH:7]=[CH:6][C:5]([F:8])=[CH:4][C:3]=1[O:9][CH3:10]. (3) Given the reactants [CH3:1][O:2][C:3]1[CH:49]=[CH:48][C:6]([CH2:7][N:8]([CH2:39][C:40]2[CH:45]=[CH:44][C:43]([O:46][CH3:47])=[CH:42][CH:41]=2)[C:9]2[N:14]=[CH:13][C:12]([C:15]3[C:16]4[CH2:29][CH2:28][N:27]([C:30]5[CH:31]=[C:32]([CH:35]=[CH:36][C:37]=5[F:38])[CH:33]=O)[C:17]=4[N:18]=[C:19]([N:21]4[CH2:26][CH2:25][O:24][CH2:23][CH2:22]4)[N:20]=3)=[CH:11][N:10]=2)=[CH:5][CH:4]=1.[CH2:50]([N:52]1[CH2:57][CH2:56][NH:55][CH2:54][CH2:53]1)[CH3:51], predict the reaction product. The product is: [CH2:50]([N:52]1[CH2:57][CH2:56][N:55]([CH2:33][C:32]2[CH:35]=[CH:36][C:37]([F:38])=[C:30]([N:27]3[C:17]4[N:18]=[C:19]([N:21]5[CH2:26][CH2:25][O:24][CH2:23][CH2:22]5)[N:20]=[C:15]([C:12]5[CH:13]=[N:14][C:9]([N:8]([CH2:39][C:40]6[CH:45]=[CH:44][C:43]([O:46][CH3:47])=[CH:42][CH:41]=6)[CH2:7][C:6]6[CH:5]=[CH:4][C:3]([O:2][CH3:1])=[CH:49][CH:48]=6)=[N:10][CH:11]=5)[C:16]=4[CH2:29][CH2:28]3)[CH:31]=2)[CH2:54][CH2:53]1)[CH3:51]. (4) Given the reactants [CH3:1][O:2][C:3]1[CH:23]=[CH:22][C:6]([CH2:7][O:8][C:9]2[C:14]([N:15]3[CH2:20][CH2:19][C:18](=[O:21])[CH2:17][CH2:16]3)=[CH:13][CH:12]=[CH:11][N:10]=2)=[CH:5][CH:4]=1.CO[CH:26](OC)[N:27]([CH3:29])[CH3:28], predict the reaction product. The product is: [CH3:26][N:27]([CH:29]=[C:17]1[C:18](=[O:21])[CH2:19][CH2:20][N:15]([C:14]2[C:9]([O:8][CH2:7][C:6]3[CH:5]=[CH:4][C:3]([O:2][CH3:1])=[CH:23][CH:22]=3)=[N:10][CH:11]=[CH:12][CH:13]=2)[CH2:16]1)[CH3:28]. (5) Given the reactants Cl[C:2]1[C:11]2[C:6](=[CH:7][CH:8]=[CH:9][CH:10]=2)[N:5]=[C:4]([C:12]2[CH:17]=[CH:16][CH:15]=[CH:14][C:13]=2[O:18][CH3:19])[N:3]=1.[CH3:20][O:21][C:22]([C@H:24]1[CH2:28][C@H:27]([NH2:29])[CH2:26][N:25]1[C:30]([O:32][C:33]([CH3:36])([CH3:35])[CH3:34])=[O:31])=[O:23].C(N(CC)CC)C, predict the reaction product. The product is: [CH3:19][O:18][C:13]1[CH:14]=[CH:15][CH:16]=[CH:17][C:12]=1[C:4]1[N:3]=[C:2]([NH:29][C@@H:27]2[CH2:26][N:25]([C:30]([O:32][C:33]([CH3:34])([CH3:35])[CH3:36])=[O:31])[C@@H:24]([C:22]([O:21][CH3:20])=[O:23])[CH2:28]2)[C:11]2[C:6](=[CH:7][CH:8]=[CH:9][CH:10]=2)[N:5]=1. (6) Given the reactants [C:1]([O:5][C:6](=[O:21])[NH:7][CH2:8][CH2:9][NH:10][C:11](=[O:20])[C:12]1[CH:17]=[CH:16][C:15]([CH2:18]O)=[N:14][CH:13]=1)([CH3:4])([CH3:3])[CH3:2].[N-:22]=[N+:23]=[N-:24].[Na+].C1(P(C2C=CC=CC=2)C2C=CC=CC=2)C=CC=CC=1.C(Br)(Br)(Br)Br.C([O-])([O-])=O.[Na+].[Na+], predict the reaction product. The product is: [C:1]([O:5][C:6](=[O:21])[NH:7][CH2:8][CH2:9][NH:10][C:11](=[O:20])[C:12]1[CH:17]=[CH:16][C:15]([CH2:18][N:22]=[N+:23]=[N-:24])=[N:14][CH:13]=1)([CH3:4])([CH3:3])[CH3:2]. (7) Given the reactants [FH:1].F.F.C(N(CC)CC)C.C(N(CC)CC)C.[CH:18]1(O)[CH2:25][CH2:24][CH2:23][CH2:22][CH2:21][CH2:20][CH2:19]1, predict the reaction product. The product is: [F:1][CH:18]1[CH2:25][CH2:24][CH2:23][CH2:22][CH2:21][CH2:20][CH2:19]1.[CH:18]1[CH2:25][CH2:24][CH2:23][CH2:22][CH2:21][CH2:20][CH:19]=1. (8) Given the reactants Cl.[NH2:2][CH:3]1[C:12]2[CH:11]=[C:10]([OH:13])[CH:9]=[CH:8][C:7]=2[CH2:6][CH2:5][CH2:4]1.C(N(CC)C(C)C)(C)C.[C:23]([O:27][C:28](O[C:28]([O:27][C:23]([CH3:26])([CH3:25])[CH3:24])=[O:29])=[O:29])([CH3:26])([CH3:25])[CH3:24], predict the reaction product. The product is: [OH:13][C:10]1[CH:11]=[C:12]2[C:7]([CH2:6][CH2:5][CH2:4][CH:3]2[NH:2][C:28](=[O:29])[O:27][C:23]([CH3:26])([CH3:25])[CH3:24])=[CH:8][CH:9]=1. (9) Given the reactants [CH3:1][O:2][C:3]1[N:8]=[C:7]([C:9]2[CH:10]=[C:11]([C:15](=[O:17])[CH3:16])[CH:12]=[CH:13][CH:14]=2)[CH:6]=[C:5]([NH:18][CH2:19][CH2:20][C:21]2[CH:26]=[CH:25][C:24]([O:27][CH3:28])=[CH:23][CH:22]=2)[N:4]=1.CO[C:31](OC)([N:33]([CH3:35])[CH3:34])[CH3:32], predict the reaction product. The product is: [CH3:34][N:33]([CH3:35])[C:31]([CH3:32])=[CH:16][C:15]([C:11]1[CH:12]=[CH:13][CH:14]=[C:9]([C:7]2[CH:6]=[C:5]([NH:18][CH2:19][CH2:20][C:21]3[CH:22]=[CH:23][C:24]([O:27][CH3:28])=[CH:25][CH:26]=3)[N:4]=[C:3]([O:2][CH3:1])[N:8]=2)[CH:10]=1)=[O:17].